The task is: Predict the reactants needed to synthesize the given product.. This data is from Full USPTO retrosynthesis dataset with 1.9M reactions from patents (1976-2016). Given the product [CH:29]1([C:32]2[O:24][C:23]([C:22]3[CH:21]=[CH:20][C:19]([O:18][C@H:15]4[CH2:16][CH2:17][C@H:12]([C:10]([N:7]5[CH2:8][CH2:9][N:4]([CH:1]([CH3:3])[CH3:2])[CH2:5][CH2:6]5)=[O:11])[CH2:13][CH2:14]4)=[CH:28][CH:27]=3)=[N:25][N:26]=2)[CH2:31][CH2:30]1, predict the reactants needed to synthesize it. The reactants are: [CH:1]([N:4]1[CH2:9][CH2:8][N:7]([C:10]([C@H:12]2[CH2:17][CH2:16][C@H:15]([O:18][C:19]3[CH:28]=[CH:27][C:22]([C:23]([NH:25][NH2:26])=[O:24])=[CH:21][CH:20]=3)[CH2:14][CH2:13]2)=[O:11])[CH2:6][CH2:5]1)([CH3:3])[CH3:2].[CH:29]1([C:32](O)=O)[CH2:31][CH2:30]1.P(Cl)(Cl)(Cl)=O.[OH-].[Na+].